This data is from Peptide-MHC class II binding affinity with 134,281 pairs from IEDB. The task is: Regression. Given a peptide amino acid sequence and an MHC pseudo amino acid sequence, predict their binding affinity value. This is MHC class II binding data. (1) The binding affinity (normalized) is 0.530. The MHC is DRB1_0101 with pseudo-sequence DRB1_0101. The peptide sequence is VGQQAVEVWQGLALL. (2) The binding affinity (normalized) is 0.457. The peptide sequence is YTVFETALKKAITAM. The MHC is HLA-DPA10201-DPB10101 with pseudo-sequence HLA-DPA10201-DPB10101. (3) The MHC is HLA-DQA10501-DQB10201 with pseudo-sequence HLA-DQA10501-DQB10201. The binding affinity (normalized) is 0.249. The peptide sequence is IIAGTPEVHAVKPGA. (4) The peptide sequence is GELQIVDKIDAAFKS. The MHC is DRB1_1302 with pseudo-sequence DRB1_1302. The binding affinity (normalized) is 0.480. (5) The peptide sequence is VIPEPGQQRSIQDNQ. The MHC is DRB4_0103 with pseudo-sequence DRB4_0103. The binding affinity (normalized) is 0.